This data is from Reaction yield outcomes from USPTO patents with 853,638 reactions. The task is: Predict the reaction yield, written as a fraction of the theoretical maximum amount of product (1.0 means a 100% yield; for example, 0.34 means a 34% yield). (1) The reactants are Cl.C([N:4]=C=NCCCN(C)C)C.[CH3:13][C:14]1([CH3:44])[C:23]2[C:18](=[C:19]3[CH2:26][C:25]([CH3:28])([CH3:27])[O:24][C:20]3=[CH:21][CH:22]=2)[C:17]([C:29]2[CH:30]=[C:31]([C:35]3[CH:40]=[CH:39][C:38]([C:41]([OH:43])=O)=[CH:37][CH:36]=3)[CH:32]=[CH:33][CH:34]=2)=[N:16][CH2:15]1.[NH4+].ON1C2C=CC=CC=2N=N1.C(N(CC)CC)C. The catalyst is CN(C)C=O.O. The product is [CH3:44][C:14]1([CH3:13])[C:23]2[C:18](=[C:19]3[CH2:26][C:25]([CH3:28])([CH3:27])[O:24][C:20]3=[CH:21][CH:22]=2)[C:17]([C:29]2[CH:30]=[C:31]([C:35]3[CH:40]=[CH:39][C:38]([C:41]([NH2:4])=[O:43])=[CH:37][CH:36]=3)[CH:32]=[CH:33][CH:34]=2)=[N:16][CH2:15]1. The yield is 0.420. (2) The reactants are Cl[CH2:2][CH2:3][CH2:4][O:5][C:6]1[CH:15]=[C:14]2[C:9]([C:10]([O:16][C:17]3[CH:18]=[C:19]4[C:23](=[CH:24][CH:25]=3)[NH:22][C:21]([CH3:26])=[CH:20]4)=[N:11][CH:12]=[N:13]2)=[CH:8][C:7]=1[O:27][CH3:28].[CH3:29][N:30]1[CH2:35][CH2:34][NH:33][CH2:32][CH2:31]1. No catalyst specified. The product is [CH3:28][O:27][C:7]1[CH:8]=[C:9]2[C:14](=[CH:15][C:6]=1[O:5][CH2:4][CH2:3][CH2:2][N:33]1[CH2:34][CH2:35][N:30]([CH3:29])[CH2:31][CH2:32]1)[N:13]=[CH:12][N:11]=[C:10]2[O:16][C:17]1[CH:18]=[C:19]2[C:23](=[CH:24][CH:25]=1)[NH:22][C:21]([CH3:26])=[CH:20]2. The yield is 0.320. (3) The reactants are [N+:1]([C:4]1[CH:20]=[CH:19][C:7]([C:8]([N:10]2[CH2:14][CH2:13][S:12][CH:11]2[C:15]([O:17]C)=[O:16])=[O:9])=[CH:6][CH:5]=1)([O-:3])=[O:2].[Li+].[OH-]. The yield is 0.860. The catalyst is C1COCC1.Cl. The product is [N+:1]([C:4]1[CH:5]=[CH:6][C:7]([C:8]([N:10]2[CH2:14][CH2:13][S:12][CH:11]2[C:15]([OH:17])=[O:16])=[O:9])=[CH:19][CH:20]=1)([O-:3])=[O:2]. (4) The reactants are [CH2:1]([N:4]1[C:10]2[CH:11]=[CH:12][CH:13]=[CH:14][C:9]=2[S:8][CH2:7][CH:6]([NH:15][C:16](=[O:35])[C@@H:17]([C@H:20]2[C@@H:25]([OH:26])[C@@H:24](/[CH:27]=[CH:28]/[C:29]([CH3:32])([CH3:31])[CH3:30])[O:23]C(C)(C)[O:21]2)[O:18][CH3:19])[C:5]1=[O:36])[CH:2]=[CH2:3].Cl.[OH-].[Na+]. The catalyst is C1COCC1. The product is [CH2:1]([N:4]1[C:10]2[CH:11]=[CH:12][CH:13]=[CH:14][C:9]=2[S:8][CH2:7][CH:6]([NH:15][C:16](=[O:35])[C@H:17]([O:18][CH3:19])[C@H:20]([OH:21])[C@@H:25]([OH:26])[C@H:24]([OH:23])/[CH:27]=[CH:28]/[C:29]([CH3:30])([CH3:31])[CH3:32])[C:5]1=[O:36])[CH:2]=[CH2:3]. The yield is 0.440. (5) The reactants are Cl[CH2:2][C:3]([NH:5][C@@H:6]1[CH2:11][O:10][C:9]2=[N:12][C:13]([N+:15]([O-:17])=[O:16])=[CH:14][N:8]2[CH2:7]1)=[O:4].[F:18][C:19]([F:34])([F:33])[O:20][C:21]1[CH:26]=[CH:25][C:24]([CH:27]2[CH2:32][CH2:31][NH:30][CH2:29][CH2:28]2)=[CH:23][CH:22]=1. No catalyst specified. The product is [N+:15]([C:13]1[N:12]=[C:9]2[N:8]([CH:14]=1)[CH2:7][C@H:6]([NH:5][C:3](=[O:4])[CH2:2][N:30]1[CH2:31][CH2:32][CH:27]([C:24]3[CH:25]=[CH:26][C:21]([O:20][C:19]([F:18])([F:33])[F:34])=[CH:22][CH:23]=3)[CH2:28][CH2:29]1)[CH2:11][O:10]2)([O-:17])=[O:16]. The yield is 0.600.